From a dataset of Full USPTO retrosynthesis dataset with 1.9M reactions from patents (1976-2016). Predict the reactants needed to synthesize the given product. (1) Given the product [C:14]([OH:17])(=[O:16])[CH3:15].[CH3:1][NH:2][S:3]([CH2:6][CH2:7][CH:8]1[CH2:13][CH2:12][NH:11][CH2:10][CH2:9]1)(=[O:5])=[O:4], predict the reactants needed to synthesize it. The reactants are: [CH3:1][NH:2][S:3]([CH2:6][CH2:7][CH:8]1[CH2:13][CH2:12][NH:11][CH2:10][CH2:9]1)(=[O:5])=[O:4].[C:14]([OH:17])(=[O:16])[CH3:15]. (2) Given the product [Br:2][C:3]1[NH:7][C:6]([C@@H:8]2[CH2:12][CH2:11][CH2:10][N:9]2[C:41](=[O:40])[C@@H:42]([NH:37][C:38](=[O:25])[O:47][CH3:46])[CH:17]([CH3:18])[CH3:16])=[N:5][CH:4]=1, predict the reactants needed to synthesize it. The reactants are: Cl.[Br:2][C:3]1[NH:7][C:6]([C@@H:8]2[CH2:12][CH2:11][CH2:10][NH:9]2)=[N:5][CH:4]=1.Cl.CN(C)[CH2:16][CH2:17][CH2:18]N=C=NCC.[OH2:25].ON1C2C=CC=CC=2N=N1.C[N:37]1[CH2:42][CH2:41][O:40]C[CH2:38]1.CN([CH:46]=[O:47])C. (3) Given the product [CH3:19][C:15]1[N:14]=[C:13]([O:12][C:9]2[S:10][CH:11]=[C:7]([B:24]3[O:28][C:27]([CH3:30])([CH3:29])[C:26]([CH3:32])([CH3:31])[O:25]3)[N:8]=2)[CH:18]=[CH:17][CH:16]=1, predict the reactants needed to synthesize it. The reactants are: [Li]CCCC.Br[C:7]1[N:8]=[C:9]([O:12][C:13]2[CH:18]=[CH:17][CH:16]=[C:15]([CH3:19])[N:14]=2)[S:10][CH:11]=1.C(O[B:24]1[O:28][C:27]([CH3:30])([CH3:29])[C:26]([CH3:32])([CH3:31])[O:25]1)(C)C. (4) Given the product [Cl:9][C:10]1[CH:15]=[CH:14][C:13]([C:2]2[C:7]([F:8])=[CH:6][CH:5]=[CH:4][N:3]=2)=[CH:12][CH:11]=1, predict the reactants needed to synthesize it. The reactants are: Cl[C:2]1[C:7]([F:8])=[CH:6][CH:5]=[CH:4][N:3]=1.[Cl:9][C:10]1[CH:15]=[CH:14][C:13](B(O)O)=[CH:12][CH:11]=1.C(=O)([O-])[O-].[Na+].[Na+]. (5) Given the product [CH3:45][O:44][C:42]([C:30]1[S:31][C:32]2[C:40]3[CH:39]=[CH:38][C:37]([NH:41][CH:49]4[CH2:50][CH2:51][O:46][CH2:47][CH2:48]4)=[CH:36][C:35]=3[S:34][C:33]=2[C:29]=1[O:28][CH2:27][C:25]([O:24][CH2:22][CH3:23])=[O:26])=[O:43], predict the reactants needed to synthesize it. The reactants are: C(O[BH-](OC(=O)C)OC(=O)C)(=O)C.[Na+].FC(F)(F)C([O-])=O.[CH2:22]([O:24][C:25]([CH2:27][O:28][C:29]1[C:33]2[S:34][C:35]3[CH:36]=[C:37]([NH3+:41])[CH:38]=[CH:39][C:40]=3[C:32]=2[S:31][C:30]=1[C:42]([O:44][CH3:45])=[O:43])=[O:26])[CH3:23].[O:46]1[CH2:51][CH2:50][C:49](=O)[CH2:48][CH2:47]1.C(O)(=O)C. (6) Given the product [CH2:17]([C:3](=[CH:2][C:1]1[CH:31]=[CH:32][C:25]([O:24][CH3:23])=[C:26]([O:33][CH2:34][CH2:35][C:36]2[CH:37]=[CH:38][C:39]([C:42]([F:43])([F:44])[F:45])=[CH:40][CH:41]=2)[CH:27]=1)[C:4]([O:6][CH2:7][CH3:8])=[O:5])[CH3:18], predict the reactants needed to synthesize it. The reactants are: [CH3:1][CH2:2][CH:3](P(OCC)(OCC)=O)[C:4]([O:6][CH2:7][CH3:8])=[O:5].[CH3:17][C:18](C)([O-])C.[K+].[CH3:23][O:24][C:25]1[CH:32]=[CH:31]C(C=O)=[CH:27][C:26]=1[O:33][CH2:34][CH2:35][C:36]1[CH:41]=[CH:40][C:39]([C:42]([F:45])([F:44])[F:43])=[CH:38][CH:37]=1.Cl. (7) Given the product [F:10][C:7]([F:8])([F:9])[C:6]([NH:27][C@H:24]1[CH2:23][CH2:22][C:21]2[C:26](=[C:17]([O:16][CH3:15])[CH:18]=[CH:19][CH:20]=2)[CH2:25]1)=[O:11], predict the reactants needed to synthesize it. The reactants are: [F:8][C:7]([F:10])([F:9])[C:6](O[C:6](=[O:11])[C:7]([F:10])([F:9])[F:8])=[O:11].Cl.[CH3:15][O:16][C:17]1[CH:18]=[CH:19][CH:20]=[C:21]2[C:26]=1[CH2:25][C@@H:24]([NH2:27])[CH2:23][CH2:22]2.N1C=CC=CC=1. (8) Given the product [I:9][C:10]1[CH:11]=[C:12]([CH:16]=[CH:17][C:18]=1[N+:19]([O-:21])=[O:20])[C:13]([NH:29][CH2:30][C:31]([O:33][CH2:34][C:48]([Cl:1])([Cl:50])[Cl:49])=[O:32])=[O:14], predict the reactants needed to synthesize it. The reactants are: [ClH:1].C(N(CC)CC)C.[I:9][C:10]1[CH:11]=[C:12]([CH:16]=[CH:17][C:18]=1[N+:19]([O-:21])=[O:20])[C:13](Cl)=[O:14].[N+](C1C=C([N+]([O-])=O)C=CC=1C([NH:29][CH2:30][C:31]([O:33][CH2:34]C1C=CC=CC=1)=[O:32])=O)([O-])=O.[CH2:48]([Cl:50])[Cl:49].